Dataset: Full USPTO retrosynthesis dataset with 1.9M reactions from patents (1976-2016). Task: Predict the reactants needed to synthesize the given product. (1) Given the product [Br:7][C:5]1[N:6]=[C:2]([C:16]2[CH:17]=[CH:18][N:19]=[C:14]([Cl:13])[N:15]=2)[S:3][CH:4]=1, predict the reactants needed to synthesize it. The reactants are: Br[C:2]1[S:3][CH:4]=[C:5]([Br:7])[N:6]=1.C([Li])CCC.[Cl:13][C:14]1[N:19]=[C:18](Cl)[CH:17]=[CH:16][N:15]=1.O.C(C1C(=O)C(Cl)=C(Cl)C(=O)C=1C#N)#N.[OH-].[Na+]. (2) Given the product [Br:30][C:31]1[CH:32]=[C:33]2[C:37](=[C:38]([C:40]([NH2:2])=[O:41])[CH:39]=1)[NH:36][CH:35]=[C:34]2[CH2:43][CH:44]1[CH2:48][CH2:47][S:46](=[O:50])(=[O:49])[CH2:45]1, predict the reactants needed to synthesize it. The reactants are: C[N:2](C(ON1N=NC2C=CC=CC1=2)=[N+](C)C)C.[B-](F)(F)(F)F.C(N(CC)CC)C.[Br:30][C:31]1[CH:32]=[C:33]2[C:37](=[C:38]([C:40](O)=[O:41])[CH:39]=1)[NH:36][CH:35]=[C:34]2[CH2:43][CH:44]1[CH2:48][CH2:47][S:46](=[O:50])(=[O:49])[CH2:45]1.N.CO.